This data is from Forward reaction prediction with 1.9M reactions from USPTO patents (1976-2016). The task is: Predict the product of the given reaction. (1) Given the reactants [CH2:1]([O:3][C:4](=[O:25])[CH:5]=P(C1C=CC=CC=1)(C1C=CC=CC=1)C1C=CC=CC=1)[CH3:2].[N+:26]([C:29]1[CH:36]=[C:35]([N+:37]([O-:39])=[O:38])[CH:34]=[CH:33][C:30]=1[CH:31]=O)([O-:28])=[O:27], predict the reaction product. The product is: [N+:26]([C:29]1[CH:36]=[C:35]([N+:37]([O-:39])=[O:38])[CH:34]=[CH:33][C:30]=1[CH:31]=[CH:5][C:4]([O:3][CH2:1][CH3:2])=[O:25])([O-:28])=[O:27]. (2) Given the reactants Cl[CH2:2][C:3]([N:5]1[CH2:11][CH2:10][CH2:9][C:8]([CH3:13])([CH3:12])[C:7]2[CH:14]=[CH:15][C:16]([N+:18]([O-:20])=[O:19])=[CH:17][C:6]1=2)=[O:4].[NH:21]1[CH2:25][CH2:24][CH2:23][CH2:22]1.CN(C)C=O, predict the reaction product. The product is: [CH3:12][C:8]1([CH3:13])[CH2:9][CH2:10][CH2:11][N:5]([C:3](=[O:4])[CH2:2][N:21]2[CH2:25][CH2:24][CH2:23][CH2:22]2)[C:6]2[CH:17]=[C:16]([N+:18]([O-:20])=[O:19])[CH:15]=[CH:14][C:7]1=2.